From a dataset of NCI-60 drug combinations with 297,098 pairs across 59 cell lines. Regression. Given two drug SMILES strings and cell line genomic features, predict the synergy score measuring deviation from expected non-interaction effect. (1) Drug 1: CC1OCC2C(O1)C(C(C(O2)OC3C4COC(=O)C4C(C5=CC6=C(C=C35)OCO6)C7=CC(=C(C(=C7)OC)O)OC)O)O. Drug 2: C1=C(C(=O)NC(=O)N1)F. Cell line: SF-539. Synergy scores: CSS=51.8, Synergy_ZIP=-11.6, Synergy_Bliss=-13.4, Synergy_Loewe=-9.46, Synergy_HSA=-7.62. (2) Drug 1: CC1C(C(=O)NC(C(=O)N2CCCC2C(=O)N(CC(=O)N(C(C(=O)O1)C(C)C)C)C)C(C)C)NC(=O)C3=C4C(=C(C=C3)C)OC5=C(C(=O)C(=C(C5=N4)C(=O)NC6C(OC(=O)C(N(C(=O)CN(C(=O)C7CCCN7C(=O)C(NC6=O)C(C)C)C)C)C(C)C)C)N)C. Drug 2: C1=NNC2=C1C(=O)NC=N2. Cell line: COLO 205. Synergy scores: CSS=28.8, Synergy_ZIP=1.33, Synergy_Bliss=3.02, Synergy_Loewe=-38.5, Synergy_HSA=0.130. (3) Drug 1: CN1C2=C(C=C(C=C2)N(CCCl)CCCl)N=C1CCCC(=O)O.Cl. Drug 2: CN(CC1=CN=C2C(=N1)C(=NC(=N2)N)N)C3=CC=C(C=C3)C(=O)NC(CCC(=O)O)C(=O)O. Cell line: PC-3. Synergy scores: CSS=58.4, Synergy_ZIP=7.27, Synergy_Bliss=2.29, Synergy_Loewe=-19.8, Synergy_HSA=-1.01. (4) Drug 1: CC1=C(C=C(C=C1)C(=O)NC2=CC(=CC(=C2)C(F)(F)F)N3C=C(N=C3)C)NC4=NC=CC(=N4)C5=CN=CC=C5. Drug 2: CCC1(C2=C(COC1=O)C(=O)N3CC4=CC5=C(C=CC(=C5CN(C)C)O)N=C4C3=C2)O.Cl. Cell line: MCF7. Synergy scores: CSS=11.8, Synergy_ZIP=-6.26, Synergy_Bliss=-3.89, Synergy_Loewe=-7.48, Synergy_HSA=-2.63. (5) Drug 1: C1=CN(C(=O)N=C1N)C2C(C(C(O2)CO)O)O.Cl. Drug 2: C1=NC2=C(N=C(N=C2N1C3C(C(C(O3)CO)O)F)Cl)N. Cell line: CAKI-1. Synergy scores: CSS=21.3, Synergy_ZIP=1.92, Synergy_Bliss=4.97, Synergy_Loewe=-28.1, Synergy_HSA=-6.76.